This data is from Reaction yield outcomes from USPTO patents with 853,638 reactions. The task is: Predict the reaction yield, written as a fraction of the theoretical maximum amount of product (1.0 means a 100% yield; for example, 0.34 means a 34% yield). (1) The reactants are [CH3:1][O:2][CH2:3][O:4][C:5]1[C:23]([CH3:24])=[CH:22][C:8](/[CH:9]=[CH:10]/[C:11]2[CH:12]=[C:13]([CH:19]=[CH:20][CH:21]=2)[C:14]([O:16]CC)=[O:15])=[CH:7][C:6]=1[CH3:25].[OH-].[Na+].C(O)(=O)CC(CC(O)=O)(C(O)=O)O. The catalyst is C1COCC1.CCO.CCOC(C)=O. The product is [CH3:1][O:2][CH2:3][O:4][C:5]1[C:6]([CH3:25])=[CH:7][C:8](/[CH:9]=[CH:10]/[C:11]2[CH:12]=[C:13]([CH:19]=[CH:20][CH:21]=2)[C:14]([OH:16])=[O:15])=[CH:22][C:23]=1[CH3:24]. The yield is 0.970. (2) The reactants are [C:1]([O:5][C:6]([NH:8][CH:9]([CH3:16])[CH2:10]OS(C)(=O)=O)=[O:7])([CH3:4])([CH3:3])[CH3:2].[NH:17]1[CH2:22][CH2:21][O:20][CH2:19][CH2:18]1.C([O-])([O-])=O.[K+].[K+]. The catalyst is CC#N. The product is [C:1]([O:5][C:6](=[O:7])[NH:8][CH:9]([CH3:16])[CH2:10][N:17]1[CH2:22][CH2:21][O:20][CH2:19][CH2:18]1)([CH3:4])([CH3:3])[CH3:2]. The yield is 0.620. (3) The yield is 0.850. The reactants are [CH3:1][O:2][C:3]1[C:12]([NH:13][C:14](=[O:18])OCC)=[N:11][C:10]2[C:5](=[CH:6][CH:7]=[C:8]([O:19][CH3:20])[CH:9]=2)[N:4]=1.[Cl:21][C:22]1[CH:23]=[C:24]([N:28]2[CH2:33][CH2:32][NH:31][CH2:30][CH2:29]2)[CH:25]=[CH:26][CH:27]=1. No catalyst specified. The product is [CH3:1][O:2][C:3]1[C:12]([NH:13][C:14]([N:31]2[CH2:30][CH2:29][N:28]([C:24]3[CH:25]=[CH:26][CH:27]=[C:22]([Cl:21])[CH:23]=3)[CH2:33][CH2:32]2)=[O:18])=[N:11][C:10]2[C:5](=[CH:6][CH:7]=[C:8]([O:19][CH3:20])[CH:9]=2)[N:4]=1. (4) The reactants are [Cl:1][C:2]1[CH:3]=[C:4]([CH:23]=[CH:24][C:25]=1[OH:26])[NH:5][C:6]1[C:15]2[C:10](=[CH:11][CH:12]=[CH:13][C:14]=2[O:16][CH:17]2[CH2:22][CH2:21][O:20][CH2:19][CH2:18]2)[N:9]=[CH:8][N:7]=1.Cl[CH2:28][C:29]1[CH:33]=[C:32]([CH3:34])[O:31][N:30]=1. No catalyst specified. The product is [Cl:1][C:2]1[CH:3]=[C:4]([CH:23]=[CH:24][C:25]=1[O:26][CH2:28][C:29]1[CH:33]=[C:32]([CH3:34])[O:31][N:30]=1)[NH:5][C:6]1[C:15]2[C:10](=[CH:11][CH:12]=[CH:13][C:14]=2[O:16][CH:17]2[CH2:18][CH2:19][O:20][CH2:21][CH2:22]2)[N:9]=[CH:8][N:7]=1. The yield is 0.440.